This data is from Forward reaction prediction with 1.9M reactions from USPTO patents (1976-2016). The task is: Predict the product of the given reaction. (1) Given the reactants [OH:1][C:2]([CH3:35])([CH3:34])[CH2:3][C@@:4]1([C:28]2[CH:33]=[CH:32][CH:31]=[CH:30][CH:29]=2)[O:9][C:8](=[O:10])[N:7]([C@H:11]([C:13]2[CH:18]=[CH:17][C:16](B3OC(C)(C)C(C)(C)O3)=[CH:15][CH:14]=2)[CH3:12])[CH2:6][CH2:5]1.Br[C:37]1[S:41][C:40]([N:42]2[CH:47]=[CH:46][CH:45]=[CH:44][C:43]2=[O:48])=[N:39][CH:38]=1, predict the reaction product. The product is: [OH:1][C:2]([CH3:34])([CH3:35])[CH2:3][C@@:4]1([C:28]2[CH:33]=[CH:32][CH:31]=[CH:30][CH:29]=2)[O:9][C:8](=[O:10])[N:7]([C@H:11]([C:13]2[CH:14]=[CH:15][C:16]([C:37]3[S:41][C:40]([N:42]4[CH:47]=[CH:46][CH:45]=[CH:44][C:43]4=[O:48])=[N:39][CH:38]=3)=[CH:17][CH:18]=2)[CH3:12])[CH2:6][CH2:5]1. (2) The product is: [Cl:14][C:13]([Cl:16])([Cl:15])[CH2:12][O:6][C:5](=[O:7])[C:4]1[CH:8]=[CH:9][CH:10]=[CH:11][C:3]=1[CH2:2][Br:1]. Given the reactants [Br:1][CH2:2][C:3]1[CH:11]=[CH:10][CH:9]=[CH:8][C:4]=1[C:5]([OH:7])=[O:6].[CH2:12](O)[C:13]([Cl:16])([Cl:15])[Cl:14].C(Cl)CCl.Cl, predict the reaction product. (3) Given the reactants Br[C:2]1[CH:3]=[C:4]([CH:14]=[CH:15][CH:16]=1)[C:5]([NH:7][CH:8]1[CH2:13][CH2:12][CH2:11][CH2:10][CH2:9]1)=[O:6].[CH2:17]([NH:20][C:21](=[O:26])[C:22]([F:25])([F:24])[F:23])[CH:18]=[CH2:19], predict the reaction product. The product is: [CH:8]1([NH:7][C:5](=[O:6])[C:4]2[CH:14]=[CH:15][CH:16]=[C:2](/[CH:19]=[CH:18]/[CH2:17][NH:20][C:21](=[O:26])[C:22]([F:25])([F:24])[F:23])[CH:3]=2)[CH2:13][CH2:12][CH2:11][CH2:10][CH2:9]1. (4) Given the reactants [CH2:1]([NH:3][CH2:4][CH3:5])[CH3:2].[C:6]([C:8]1[CH:9]=[C:10]2[C:15](=[CH:16][C:17]=1[O:18][CH2:19][CH:20]1[CH2:22][O:21]1)[N:14]=[CH:13][CH:12]=[C:11]2[O:23][C:24]1[CH:29]=[CH:28][C:27]([NH:30][C:31]([NH:33][C:34]2[CH:39]=[CH:38][C:37]([F:40])=[CH:36][CH:35]=2)=[O:32])=[C:26]([F:41])[CH:25]=1)#[N:7], predict the reaction product. The product is: [C:6]([C:8]1[CH:9]=[C:10]2[C:15](=[CH:16][C:17]=1[O:18][CH2:19][CH:20]([OH:21])[CH2:22][N:3]([CH2:4][CH3:5])[CH2:1][CH3:2])[N:14]=[CH:13][CH:12]=[C:11]2[O:23][C:24]1[CH:29]=[CH:28][C:27]([NH:30][C:31]([NH:33][C:34]2[CH:35]=[CH:36][C:37]([F:40])=[CH:38][CH:39]=2)=[O:32])=[C:26]([F:41])[CH:25]=1)#[N:7]. (5) Given the reactants Br[C:2]1[C:10]2[C:6](=[N:7][N:8]([C:11]3[CH:16]=[CH:15][N:14]=[CH:13][CH:12]=3)[N:9]=2)[C:5](Br)=[CH:4][CH:3]=1.C(=O)([O-])[O-].[Na+].[Na+].[C:24]1([N:30]([C:40]2[CH:45]=[CH:44][CH:43]=[CH:42][CH:41]=2)[C:31]2[CH:36]=[CH:35][C:34](B(O)O)=[CH:33][CH:32]=2)[CH:29]=[CH:28][CH:27]=[CH:26][CH:25]=1.[OH-].[Na+], predict the reaction product. The product is: [C:24]1([N:30]([C:40]2[CH:45]=[CH:44][C:43]([C:2]3[C:10]4[C:6](=[N:7][N:8]([C:11]5[CH:16]=[CH:15][N:14]=[CH:13][CH:12]=5)[N:9]=4)[C:5]([C:43]4[CH:42]=[CH:41][C:40]([N:30]([C:31]5[CH:36]=[CH:35][CH:34]=[CH:33][CH:32]=5)[C:24]5[CH:29]=[CH:28][CH:27]=[CH:26][CH:25]=5)=[CH:45][CH:44]=4)=[CH:4][CH:3]=3)=[CH:42][CH:41]=2)[C:31]2[CH:36]=[CH:35][CH:34]=[CH:33][CH:32]=2)[CH:29]=[CH:28][CH:27]=[CH:26][CH:25]=1.